Dataset: Full USPTO retrosynthesis dataset with 1.9M reactions from patents (1976-2016). Task: Predict the reactants needed to synthesize the given product. (1) Given the product [CH2:16]([N:9]1[CH2:10][CH2:11][C:5]2[O:4][N:3]=[C:2]([CH3:1])[C:6]=2[C:7]2[CH:15]=[CH:14][CH:13]=[CH:12][C:8]1=2)[C:17]1[CH:22]=[CH:21][CH:20]=[CH:19][CH:18]=1, predict the reactants needed to synthesize it. The reactants are: [CH3:1][C:2]1[C:6]2[C:7]3[CH:15]=[CH:14][CH:13]=[CH:12][C:8]=3[NH:9][CH2:10][CH2:11][C:5]=2[O:4][N:3]=1.[CH:16](=O)[C:17]1[CH:22]=[CH:21][CH:20]=[CH:19][CH:18]=1.C(O)(=O)C.C([BH3-])#N.[Na+]. (2) Given the product [O:19]=[C:9]1[NH:10][C:11](=[O:18])[C:12]2[C:17](=[CH:16][CH:15]=[CH:14][CH:13]=2)[N:8]1[CH2:7][C:6]1[CH:20]=[CH:21][C:3]([F:2])=[C:4]([CH:5]=1)[C:22]([N:24]1[CH2:29][CH2:28][N:27]([C:42]([C@@:38]2([CH3:45])[CH2:39][CH2:40][CH2:41][N:37]2[C:35]([O:34][C:30]([CH3:33])([CH3:32])[CH3:31])=[O:36])=[O:43])[CH2:26][CH2:25]1)=[O:23], predict the reactants needed to synthesize it. The reactants are: Cl.[F:2][C:3]1[CH:21]=[CH:20][C:6]([CH2:7][N:8]2[C:17]3[C:12](=[CH:13][CH:14]=[CH:15][CH:16]=3)[C:11](=[O:18])[NH:10][C:9]2=[O:19])=[CH:5][C:4]=1[C:22]([N:24]1[CH2:29][CH2:28][NH:27][CH2:26][CH2:25]1)=[O:23].[C:30]([O:34][C:35]([N:37]1[CH2:41][CH2:40][CH2:39][C@:38]1([CH3:45])[C:42](O)=[O:43])=[O:36])([CH3:33])([CH3:32])[CH3:31].CN(C(ON1N=NC2C=CC=NC1=2)=[N+](C)C)C.F[P-](F)(F)(F)(F)F.CCN(CC)CC. (3) Given the product [F:32][C:9]1([F:31])[CH:10]2[O:11][Si:12]([CH:25]([CH3:27])[CH3:26])([CH:28]([CH3:30])[CH3:29])[O:13][Si:14]([CH:19]([CH3:20])[CH3:21])([CH:22]([CH3:23])[CH3:24])[O:15][CH2:16][CH:17]2[O:18][CH:8]1[N:5]1[CH:6]=[CH:7][C:2]([NH:1][C:34](=[O:46])[O:35][CH2:36][C:37]2[O:38][C:39]3[CH:45]=[CH:44][CH:43]=[CH:42][C:40]=3[CH:41]=2)=[N:3][C:4]1=[O:33], predict the reactants needed to synthesize it. The reactants are: [NH2:1][C:2]1[CH:7]=[CH:6][N:5]([CH:8]2[O:18][CH:17]3[CH:10]([O:11][Si:12]([CH:28]([CH3:30])[CH3:29])([CH:25]([CH3:27])[CH3:26])[O:13][Si:14]([CH:22]([CH3:24])[CH3:23])([CH:19]([CH3:21])[CH3:20])[O:15][CH2:16]3)[C:9]2([F:32])[F:31])[C:4](=[O:33])[N:3]=1.[C:34](=O)([O:46]C1C=CC([N+]([O-])=O)=CC=1)[O:35][CH2:36][C:37]1[O:38][C:39]2[CH:45]=[CH:44][CH:43]=[CH:42][C:40]=2[CH:41]=1. (4) The reactants are: [C:1]1([S:7]([N:10]2[C:14]3=[N:15][CH:16]=[C:17]([O:19][CH3:20])[CH:18]=[C:13]3[CH:12]=[C:11]2[CH:21]([OH:29])[CH2:22][CH:23]2[CH2:28][CH2:27][CH2:26][CH2:25][CH2:24]2)(=[O:9])=[O:8])[CH:6]=[CH:5][CH:4]=[CH:3][CH:2]=1.CC(OI1(OC(C)=O)(OC(C)=O)OC(=O)C2C=CC=CC1=2)=O.ClCCl. Given the product [C:1]1([S:7]([N:10]2[C:14]3=[N:15][CH:16]=[C:17]([O:19][CH3:20])[CH:18]=[C:13]3[CH:12]=[C:11]2[C:21](=[O:29])[CH2:22][CH:23]2[CH2:24][CH2:25][CH2:26][CH2:27][CH2:28]2)(=[O:9])=[O:8])[CH:2]=[CH:3][CH:4]=[CH:5][CH:6]=1, predict the reactants needed to synthesize it. (5) Given the product [F:17][C:13]1[C:12]([C:18]([I:44])=[CH:19][C:20](=[O:21])[C:22]2[NH:23][CH:24]=[C:25]([CH3:28])[C:26]=2[CH3:27])=[C:11]2[C:16](=[CH:15][CH:14]=1)[NH:8][C:9](=[O:36])[CH2:10]2, predict the reactants needed to synthesize it. The reactants are: C(OC([N:8]1[C:16]2[C:11](=[C:12]([C:18]#[C:19][C:20]([C:22]3[N:23](C(OC(C)(C)C)=O)[CH:24]=[C:25]([CH3:28])[C:26]=3[CH3:27])=[O:21])[C:13]([F:17])=[CH:14][CH:15]=2)[CH:10]=[C:9]1[O:36]C(OC(C)(C)C)=O)=O)(C)(C)C.[I-:44].[Na+].C(O)(C(F)(F)F)=O. (6) Given the product [CH:15]([C:7]1[CH:6]=[C:5]([C:3](=[O:4])[CH2:2][O:18][C:19]2[CH:26]=[CH:25][C:22]([CH:23]=[O:24])=[CH:21][C:20]=2[O:27][CH3:28])[CH:10]=[C:9]([CH:11]([CH3:13])[CH3:12])[C:8]=1[OH:14])([CH3:17])[CH3:16], predict the reactants needed to synthesize it. The reactants are: Br[CH2:2][C:3]([C:5]1[CH:10]=[C:9]([CH:11]([CH3:13])[CH3:12])[C:8]([OH:14])=[C:7]([CH:15]([CH3:17])[CH3:16])[CH:6]=1)=[O:4].[OH:18][C:19]1[CH:26]=[CH:25][C:22]([CH:23]=[O:24])=[CH:21][C:20]=1[O:27][CH3:28].C(OCC)(=O)C.C(=O)([O-])[O-].[K+].[K+].Cl. (7) Given the product [F:42][C:39]1[CH:40]=[CH:41][C:36]([O:35][C:30]2[CH:29]=[CH:28][C:27]([CH2:26][S:14][C:11]3[N:12]([CH3:16])[CH:13]=[C:8]([CH2:7][C:5]4[CH:6]=[N:1][CH:2]=[N:3][CH:4]=4)[C:9](=[O:15])[N:10]=3)=[CH:34][C:31]=2[C:32]#[N:33])=[CH:37][C:38]=1[C:43]([F:46])([F:45])[F:44], predict the reactants needed to synthesize it. The reactants are: [N:1]1[CH:6]=[C:5]([CH2:7][C:8]2[C:9](=[O:15])[NH:10][C:11](=[S:14])[NH:12][CH:13]=2)[CH:4]=[N:3][CH:2]=1.[CH3:16]CN(C(C)C)C(C)C.Cl[CH2:26][C:27]1[CH:28]=[CH:29][C:30]([O:35][C:36]2[CH:41]=[CH:40][C:39]([F:42])=[C:38]([C:43]([F:46])([F:45])[F:44])[CH:37]=2)=[C:31]([CH:34]=1)[C:32]#[N:33].CI. (8) Given the product [C:1]([C:4]1[C:13]2[C:8](=[CH:9][CH:10]=[CH:11][CH:12]=2)[C:7]([C:14]([NH:29][CH2:30][C:31](=[O:32])[NH:33][CH2:34][C:35]([F:38])([F:37])[F:36])=[O:16])=[CH:6][CH:5]=1)(=[O:3])[CH3:2], predict the reactants needed to synthesize it. The reactants are: [C:1]([C:4]1[C:13]2[C:8](=[CH:9][CH:10]=[CH:11][CH:12]=2)[C:7]([C:14]([OH:16])=O)=[CH:6][CH:5]=1)(=[O:3])[CH3:2].C1N=CN(C(N2C=NC=C2)=O)C=1.[NH2:29][CH2:30][C:31]([NH:33][CH2:34][C:35]([F:38])([F:37])[F:36])=[O:32].Cl. (9) Given the product [CH3:12][C:13]1[CH:14]=[C:15]([NH:16][C:2]2[CH:3]=[C:4]([OH:11])[CH:5]=[CH:6][C:7]=2[N+:8]([O-:10])=[O:9])[CH:17]=[C:18]([CH3:20])[CH:19]=1, predict the reactants needed to synthesize it. The reactants are: F[C:2]1[CH:3]=[C:4]([OH:11])[CH:5]=[CH:6][C:7]=1[N+:8]([O-:10])=[O:9].[CH3:12][C:13]1[CH:14]=[C:15]([CH:17]=[C:18]([CH3:20])[CH:19]=1)[NH2:16].